From a dataset of Full USPTO retrosynthesis dataset with 1.9M reactions from patents (1976-2016). Predict the reactants needed to synthesize the given product. (1) Given the product [CH3:5][C:4]([O:3][C:1]([N:8]1[CH2:13][CH2:12][CH:11]([N:18]2[CH2:17][CH2:16][N:15]([C:21]([O:23][CH2:24][C:25]3[CH:30]=[CH:29][CH:28]=[CH:27][CH:26]=3)=[O:22])[CH2:20][CH2:19]2)[CH2:10][CH2:9]1)=[O:2])([CH3:7])[CH3:6], predict the reactants needed to synthesize it. The reactants are: [C:1]([N:8]1[CH2:13][CH2:12][C:11](=O)[CH2:10][CH2:9]1)([O:3][C:4]([CH3:7])([CH3:6])[CH3:5])=[O:2].[N:15]1([C:21]([O:23][CH2:24][C:25]2[CH:30]=[CH:29][CH:28]=[CH:27][CH:26]=2)=[O:22])[CH2:20][CH2:19][NH:18][CH2:17][CH2:16]1.CC(O)=O.C(O[BH-](OC(=O)C)OC(=O)C)(=O)C.[Na+]. (2) Given the product [CH3:15][O:11][C:10](=[O:12])[CH2:9][O:8][C:7]1[CH:6]=[CH:5][C:4]([N+:1]([O-:3])=[O:2])=[CH:14][CH:13]=1, predict the reactants needed to synthesize it. The reactants are: [N+:1]([C:4]1[CH:14]=[CH:13][C:7]([O:8][CH2:9][C:10]([OH:12])=[O:11])=[CH:6][CH:5]=1)([O-:3])=[O:2].[CH3:15]O. (3) Given the product [Cl:1][C:2]1[CH:7]=[CH:6][C:5]([C:8]2[CH:13]=[CH:12][C:11]([O:14][CH3:15])=[CH:10][C:9]=2[CH2:16][O:17][C:18]2[CH:23]=[CH:22][C:21]([C:24]3[N:28]([CH:29]4[CH2:34][CH2:33][CH2:32][CH2:31][CH2:30]4)[N:27]=[C:26](/[CH:35]=[CH:36]/[C:37]([OH:39])=[O:38])[CH:25]=3)=[CH:20][CH:19]=2)=[CH:4][CH:3]=1, predict the reactants needed to synthesize it. The reactants are: [Cl:1][C:2]1[CH:7]=[CH:6][C:5]([C:8]2[CH:13]=[CH:12][C:11]([O:14][CH3:15])=[CH:10][C:9]=2[CH2:16][O:17][C:18]2[CH:23]=[CH:22][C:21]([C:24]3[N:28]([CH:29]4[CH2:34][CH2:33][CH2:32][CH2:31][CH2:30]4)[N:27]=[C:26](/[CH:35]=[CH:36]/[C:37]([O:39]C)=[O:38])[CH:25]=3)=[CH:20][CH:19]=2)=[CH:4][CH:3]=1.[Li+].[OH-]. (4) Given the product [Cl:4][C:5]1[CH:10]=[CH:9][C:8]([S:11]([N:14]2[C:18]3[CH2:19][CH:20]4[N:25]([S:26]([C:29]5[CH:34]=[CH:33][C:32]([Cl:35])=[CH:31][CH:30]=5)(=[O:28])=[O:27])[CH:24]([C:17]=3[CH:16]=[N:15]2)[CH2:23][CH:22]([CH:36]=[N:2][OH:3])[CH2:21]4)(=[O:13])=[O:12])=[CH:7][CH:6]=1.[Cl:38][C:39]1[CH:44]=[CH:43][C:42]([S:45]([N:48]2[CH2:52][C:51]3[CH:53]4[N:59]([S:60]([C:63]5[CH:68]=[CH:67][C:66]([Cl:69])=[CH:65][CH:64]=5)(=[O:62])=[O:61])[CH:57]([CH2:58][C:50]=3[NH:49]2)[CH2:56][CH:55]([CH:70]=[N:2][OH:3])[CH2:54]4)(=[O:47])=[O:46])=[CH:41][CH:40]=1, predict the reactants needed to synthesize it. The reactants are: Cl.[NH2:2][OH:3].[Cl:4][C:5]1[CH:10]=[CH:9][C:8]([S:11]([N:14]2[C:18]3[CH2:19][CH:20]4[N:25]([S:26]([C:29]5[CH:34]=[CH:33][C:32]([Cl:35])=[CH:31][CH:30]=5)(=[O:28])=[O:27])[CH:24]([C:17]=3[CH:16]=[N:15]2)[CH2:23][CH:22]([CH:36]=O)[CH2:21]4)(=[O:13])=[O:12])=[CH:7][CH:6]=1.[Cl:38][C:39]1[CH:44]=[CH:43][C:42]([S:45]([N:48]2[CH:52]=[C:51]3[CH:53]4[N:59]([S:60]([C:63]5[CH:68]=[CH:67][C:66]([Cl:69])=[CH:65][CH:64]=5)(=[O:62])=[O:61])[CH:57]([CH2:58][C:50]3=[N:49]2)[CH2:56][CH:55]([CH:70]=O)[CH2:54]4)(=[O:47])=[O:46])=[CH:41][CH:40]=1. (5) Given the product [N:2]1([C:11]2[CH:20]=[CH:19][C:14]([C:15]([NH2:18])=[N:21][C:22]3[S:23][CH:24]=[CH:25][N:26]=3)=[CH:13][CH:12]=2)[C:6]2=[N:7][CH:8]=[CH:9][CH:10]=[C:5]2[CH:4]=[CH:3]1, predict the reactants needed to synthesize it. The reactants are: Cl.[N:2]1([C:11]2[CH:20]=[CH:19][C:14]([C:15](=[NH:18])OC)=[CH:13][CH:12]=2)[C:6]2=[N:7][CH:8]=[CH:9][CH:10]=[C:5]2[CH:4]=[CH:3]1.[NH2:21][C:22]1[S:23][CH:24]=[CH:25][N:26]=1.C(N(CC)CC)C. (6) Given the product [Cl:9][C:3]1[C:4]([Cl:8])=[CH:5][CH:6]=[CH:7][C:2]=1[N:20]1[CH:21]=[CH:22][CH:23]=[N:17][CH:18]=[CH:19]1, predict the reactants needed to synthesize it. The reactants are: Br[C:2]1[CH:7]=[CH:6][CH:5]=[C:4]([Cl:8])[C:3]=1[Cl:9].C(OC([N:17]1[CH:23]=[CH:22][CH:21]=[N:20][CH:19]=[CH:18]1)=O)(C)(C)C.C1(P(C2C=CC=CC=2)C2(P(C3C=CC=CC=3)C3C=CC=CC=3)CC=C3C(C=CC=C3)=C2C2C3C(=CC=CC=3)C=CC=2)C=CC=CC=1.